From a dataset of Reaction yield outcomes from USPTO patents with 853,638 reactions. Predict the reaction yield, written as a fraction of the theoretical maximum amount of product (1.0 means a 100% yield; for example, 0.34 means a 34% yield). (1) The reactants are [Cl:1][CH2:2]C(CCl)=O.[CH2:7]([O:14][C:15]([NH:17][C@H:18]([C:26]([OH:28])=O)[CH2:19][C:20]1[CH:25]=[CH:24][CH:23]=[CH:22][CH:21]=1)=[O:16])[C:8]1[CH:13]=[CH:12][CH:11]=[CH:10][CH:9]=1.[BH4-].[Na+]. The catalyst is CO.O1CCCC1. The product is [CH2:7]([O:14][C:15]([NH:17][C@@H:18]([CH2:19][C:20]1[CH:21]=[CH:22][CH:23]=[CH:24][CH:25]=1)[C@H:26]([OH:28])[CH2:2][Cl:1])=[O:16])[C:8]1[CH:9]=[CH:10][CH:11]=[CH:12][CH:13]=1. The yield is 0.430. (2) The reactants are C(OC([N:11]1[CH2:16][CH2:15][N:14]([CH3:17])[CH2:13][CH:12]1[C:18](=[O:23])[N:19]([O:21][CH3:22])[CH3:20])=O)C1C=CC=CC=1.[C:32](O[C:32]([O:34][C:35]([CH3:38])([CH3:37])[CH3:36])=[O:33])([O:34][C:35]([CH3:38])([CH3:37])[CH3:36])=[O:33]. The catalyst is C(OCC)(=O)C.[Pd]. The product is [CH3:38][C:35]([O:34][C:32]([N:11]1[CH2:16][CH2:15][N:14]([CH3:17])[CH2:13][CH:12]1[C:18](=[O:23])[N:19]([O:21][CH3:22])[CH3:20])=[O:33])([CH3:36])[CH3:37]. The yield is 0.920. (3) The catalyst is C(#N)C. The reactants are [C:1]([C:5]1[CH:17]=[CH:16][C:8]([C:9]([N:11]([CH2:14][CH3:15])[CH2:12][CH3:13])=[O:10])=[C:7]([CH:18]=O)[CH:6]=1)([CH3:4])([CH3:3])[CH3:2].[C:20](=[O:24])([O:22][CH3:23])[NH2:21].FC(F)(F)C(O)=O.C([SiH](CC)CC)C. The product is [C:1]([C:5]1[CH:17]=[CH:16][C:8]([C:9](=[O:10])[N:11]([CH2:12][CH3:13])[CH2:14][CH3:15])=[C:7]([CH:6]=1)[CH2:18][NH:21][C:20](=[O:24])[O:22][CH3:23])([CH3:2])([CH3:3])[CH3:4]. The yield is 0.710.